From a dataset of Peptide-MHC class I binding affinity with 185,985 pairs from IEDB/IMGT. Regression. Given a peptide amino acid sequence and an MHC pseudo amino acid sequence, predict their binding affinity value. This is MHC class I binding data. The peptide sequence is KSRRFTVRF. The MHC is HLA-B58:01 with pseudo-sequence HLA-B58:01. The binding affinity (normalized) is 0.441.